Predict which catalyst facilitates the given reaction. From a dataset of Catalyst prediction with 721,799 reactions and 888 catalyst types from USPTO. Reactant: [H-].C([Al+]CC(C)C)C(C)C.C([O:13][C:14](=O)/[CH:15]=[C:16](\[C:23]1[CH:28]=[CH:27][C:26]([C:29]#[C:30][CH2:31][N:32]([CH3:34])[CH3:33])=[CH:25][CH:24]=1)/[C:17]1[CH:22]=[CH:21][CH:20]=[CH:19][CH:18]=1)C.[Cl-].[NH4+].ClCCl. Product: [CH3:34][N:32]([CH3:33])[CH2:31][C:30]#[C:29][C:26]1[CH:27]=[CH:28][C:23](/[C:16](/[C:17]2[CH:18]=[CH:19][CH:20]=[CH:21][CH:22]=2)=[CH:15]\[CH2:14][OH:13])=[CH:24][CH:25]=1. The catalyst class is: 7.